This data is from Catalyst prediction with 721,799 reactions and 888 catalyst types from USPTO. The task is: Predict which catalyst facilitates the given reaction. (1) Reactant: [CH3:1][C:2]1[N:3]=[C:4]([C:13]2[CH:18]=[CH:17][CH:16]=[CH:15][CH:14]=2)[N:5]2[C:10]=1[CH:9]=[N:8][C:7](SC)=[N:6]2.CC1N=C(C2C=CC=CC=2)N2C=1C=NC(S(C)(=O)=O)=N2.[N:39]1([CH2:45][CH2:46][O:47][C:48]2[CH:49]=[C:50]([NH2:54])[CH:51]=[CH:52][CH:53]=2)[CH2:44][CH2:43][O:42][CH2:41][CH2:40]1. Product: [CH3:1][C:2]1[N:3]=[C:4]([C:13]2[CH:18]=[CH:17][CH:16]=[CH:15][CH:14]=2)[N:5]2[C:10]=1[CH:9]=[N:8][C:7]([NH:54][C:50]1[CH:51]=[CH:52][CH:53]=[C:48]([O:47][CH2:46][CH2:45][N:39]3[CH2:40][CH2:41][O:42][CH2:43][CH2:44]3)[CH:49]=1)=[N:6]2. The catalyst class is: 8. (2) Reactant: [Br:1][C:2]1[CH:3]=[C:4]([CH:16]=[CH:17][CH:18]=1)[C:5]([CH:7]1[CH2:14][C:10]2[S:11][CH:12]=[CH:13][C:9]=2[C:8]1=O)=O.O.[NH2:20][NH2:21].C(O)(=O)C. Product: [Br:1][C:2]1[CH:3]=[C:4]([C:5]2[C:7]3[CH2:14][C:10]4[S:11][CH:12]=[CH:13][C:9]=4[C:8]=3[NH:21][N:20]=2)[CH:16]=[CH:17][CH:18]=1. The catalyst class is: 8. (3) Reactant: [NH2:1][C:2]1[CH:3]=[N:4][C:5]([CH3:13])=[C:6]([CH:12]=1)[C:7]([O:9][CH2:10][CH3:11])=[O:8].C1C(=O)N([Br:21])C(=O)C1. Product: [NH2:1][C:2]1[C:3]([Br:21])=[N:4][C:5]([CH3:13])=[C:6]([CH:12]=1)[C:7]([O:9][CH2:10][CH3:11])=[O:8]. The catalyst class is: 18. (4) Reactant: [Cl:1][C:2]1[CH:10]=[CH:9][CH:8]=[C:7]2[C:3]=1[C:4]([C:16]1[C:24]([OH:25])=[CH:23][C:19]3[O:20][CH2:21][O:22][C:18]=3[CH:17]=1)([CH2:14]O)[C:5](=[O:13])[N:6]2CO.C(P(CCCC)CCCC)CCC.CC(OC(/N=N/C(OC(C)(C)C)=O)=O)(C)C.[OH-].[NH4+]. Product: [Cl:1][C:2]1[CH:10]=[CH:9][CH:8]=[C:7]2[C:3]=1[C:4]1([C:16]3=[CH:17][C:18]4[O:22][CH2:21][O:20][C:19]=4[CH:23]=[C:24]3[O:25][CH2:14]1)[C:5](=[O:13])[NH:6]2. The catalyst class is: 7. (5) Reactant: [C:1]([O:5][C:6]([N:8]1[CH2:13][CH2:12][CH2:11][CH:10](C=O)[CH2:9]1)=[O:7])([CH3:4])([CH3:3])[CH3:2].[F:16][C:17]1[CH:22]=[CH:21][C:20]([CH2:23][CH:24]2[CH2:29][CH2:28][NH:27][CH2:26][CH2:25]2)=[CH:19][CH:18]=1.[C:30](O[BH-](OC(=O)C)OC(=O)C)(=O)C.[Na+]. Product: [C:1]([O:5][C:6]([N:8]1[CH2:9][CH2:10][CH2:11][CH2:12][CH:13]1[CH2:30][N:27]1[CH2:26][CH2:25][CH:24]([CH2:23][C:20]2[CH:19]=[CH:18][C:17]([F:16])=[CH:22][CH:21]=2)[CH2:29][CH2:28]1)=[O:7])([CH3:2])([CH3:3])[CH3:4]. The catalyst class is: 2. (6) Reactant: [CH2:1]([NH2:4])[CH2:2][NH2:3].[C:5](OCC)(=[O:9])/[CH:6]=[CH:7]/[CH3:8]. Product: [CH3:8][CH:7]1[NH:4][CH2:1][CH2:2][NH:3][C:5](=[O:9])[CH2:6]1. The catalyst class is: 5. (7) Product: [OH:23][CH:10]([C:11]1[C:20]2[C:15](=[CH:16][CH:17]=[C:18]([O:21][CH3:22])[CH:19]=2)[N:14]=[CH:13][CH:12]=1)[CH2:9][CH2:8][C@@H:5]1[CH2:6][CH2:7][NH:2][CH2:3][C@@H:4]1[C:24]([OH:26])=[O:25]. The catalyst class is: 20. Reactant: C[N:2]1[CH2:7][CH2:6][C@@H:5]([CH2:8][CH2:9][CH:10]([OH:23])[C:11]2[C:20]3[C:15](=[CH:16][CH:17]=[C:18]([O:21][CH3:22])[CH:19]=3)[N:14]=[CH:13][CH:12]=2)[C@@H:4]([C:24]([OH:26])=[O:25])[CH2:3]1.CO.[Li+].[OH-]. (8) Reactant: [CH3:1][S:2][C:3]1[N:4]=[C:5]([C:9]2[CH:10]=[N:11][CH:12]=[CH:13][CH:14]=2)[S:6][C:7]=1[NH2:8].CN(C1C=CC=CN=1)C.[CH3:24][S:25][CH2:26][CH2:27][C:28](Cl)=[O:29]. Product: [CH3:24][S:25][CH2:26][CH2:27][C:28]([NH:8][C:7]1[S:6][C:5]([C:9]2[CH:10]=[N:11][CH:12]=[CH:13][CH:14]=2)=[N:4][C:3]=1[S:2][CH3:1])=[O:29]. The catalyst class is: 34. (9) Reactant: Cl.[CH3:2][O:3][C:4](=[O:11])[C@H:5]([CH2:7][CH:8]([CH3:10])[CH3:9])[NH2:6].C(=O)([O-])[O-].[Na+].[Na+].Cl[C:19]([O:21][CH2:22][C:23]1[CH:28]=[CH:27][CH:26]=[CH:25][CH:24]=1)=[O:20]. Product: [CH3:2][O:3][C:4](=[O:11])[C@H:5]([CH2:7][CH:8]([CH3:10])[CH3:9])[NH:6][C:19]([O:21][CH2:22][C:23]1[CH:28]=[CH:27][CH:26]=[CH:25][CH:24]=1)=[O:20]. The catalyst class is: 12. (10) Reactant: [H-].[Na+].[CH2:3]([N:7]1[CH:12]=[CH:11][C:10](=[O:13])[N:9]([CH3:14])[C:8]1=[O:15])[CH:4]([CH3:6])[CH3:5].C1(C)C=CC(S([CH:25]([N+:27]#[C-:28])[CH3:26])(=O)=O)=CC=1. Product: [CH2:3]([N:7]1[C:12]2=[C:25]([CH3:26])[NH:27][CH:28]=[C:11]2[C:10](=[O:13])[N:9]([CH3:14])[C:8]1=[O:15])[CH:4]([CH3:6])[CH3:5]. The catalyst class is: 1.